From a dataset of Catalyst prediction with 721,799 reactions and 888 catalyst types from USPTO. Predict which catalyst facilitates the given reaction. (1) Reactant: [Br:1][C:2]1[CH:3]=[C:4]2[C:8](=[CH:9][CH:10]=1)[NH:7][CH:6]=[CH:5]2.[O:11]1[C:15]2([CH2:20][CH2:19][CH:18](OS(C3C=CC(C)=CC=3)(=O)=O)[CH2:17][CH2:16]2)[O:14][CH2:13][CH2:12]1.[OH-].[K+]. Product: [Br:1][C:2]1[CH:3]=[C:4]2[C:8](=[CH:9][CH:10]=1)[N:7]([CH:18]1[CH2:19][CH2:20][C:15]3([O:14][CH2:13][CH2:12][O:11]3)[CH2:16][CH2:17]1)[CH:6]=[CH:5]2. The catalyst class is: 16. (2) The catalyst class is: 64. Reactant: [C:1]12([CH2:11][C:12](O)=[O:13])[CH2:10][CH:5]3[CH2:6][CH:7]([CH2:9][CH:3]([CH2:4]3)[CH2:2]1)[CH2:8]2.CCN=C=N[CH2:20][CH2:21][CH2:22][N:23](C)C.Cl.C(N(CC)CC)C.[S:34]1C(NC)=C[C:36]2[CH:41]=[CH:42][CH:43]=[CH:44][C:35]1=2. Product: [C:1]12([CH2:11][C:12]([NH:23][CH2:22][C:21]3[S:34][C:35]4[CH:44]=[CH:43][CH:42]=[CH:41][C:36]=4[CH:20]=3)=[O:13])[CH2:10][CH:5]3[CH2:4][CH:3]([CH2:9][CH:7]([CH2:6]3)[CH2:8]1)[CH2:2]2. (3) Reactant: [CH3:1][N:2]1[C:10]2[C:5](=[CH:6][C:7]([N+:11]([O-])=O)=[CH:8][CH:9]=2)[CH2:4][C:3]1=[O:14]. Product: [NH2:11][C:7]1[CH:6]=[C:5]2[C:10](=[CH:9][CH:8]=1)[N:2]([CH3:1])[C:3](=[O:14])[CH2:4]2. The catalyst class is: 5. (4) Reactant: [C:1]([C:3]1[CH:4]=[C:5]2[C:10](=[CH:11][CH:12]=1)[NH:9][C@@H:8]([CH:13]1[CH2:15][CH2:14]1)[C@H:7]([CH3:16])[C@H:6]2[NH:17][C:18](=[O:27])[O:19][CH2:20][C:21]1[CH:26]=[CH:25][CH:24]=[CH:23][CH:22]=1)#[N:2].N1C=CC=CC=1.[C:34](Cl)(=[O:36])[CH3:35]. Product: [C:34]([N:9]1[C:10]2[C:5](=[CH:4][C:3]([C:1]#[N:2])=[CH:12][CH:11]=2)[C@H:6]([NH:17][C:18](=[O:27])[O:19][CH2:20][C:21]2[CH:26]=[CH:25][CH:24]=[CH:23][CH:22]=2)[C@@H:7]([CH3:16])[C@@H:8]1[CH:13]1[CH2:15][CH2:14]1)(=[O:36])[CH3:35]. The catalyst class is: 4. (5) Reactant: [O:1]=[C:2]1[N:8]([CH:9]2[CH2:14][CH2:13][N:12]([C:15]([O:17][C@H:18]([CH2:34][C:35]3[CH:40]=[C:39]([C:41]([F:44])([F:43])[F:42])[C:38]([NH2:45])=[C:37]([Cl:46])[CH:36]=3)[C:19]([N:21]3[CH2:26][CH2:25][CH:24]([N:27]4[CH2:32][CH2:31][N:30]([CH3:33])[CH2:29][CH2:28]4)[CH2:23][CH2:22]3)=[O:20])=[O:16])[CH2:11][CH2:10]2)[CH2:7][CH2:6][C:5]2[CH:47]=[CH:48][CH:49]=[CH:50][C:4]=2[NH:3]1.[BrH:51]. Product: [BrH:51].[O:1]=[C:2]1[N:8]([CH:9]2[CH2:14][CH2:13][N:12]([C:15]([O:17][C@H:18]([CH2:34][C:35]3[CH:40]=[C:39]([C:41]([F:43])([F:42])[F:44])[C:38]([NH2:45])=[C:37]([Cl:46])[CH:36]=3)[C:19]([N:21]3[CH2:26][CH2:25][CH:24]([N:27]4[CH2:28][CH2:29][N:30]([CH3:33])[CH2:31][CH2:32]4)[CH2:23][CH2:22]3)=[O:20])=[O:16])[CH2:11][CH2:10]2)[CH2:7][CH2:6][C:5]2[CH:47]=[CH:48][CH:49]=[CH:50][C:4]=2[NH:3]1. The catalyst class is: 8. (6) Reactant: [NH:1]1[C:9]2[C:4](=[CH:5][CH:6]=[CH:7][CH:8]=2)[C:3]([CH:10]=[O:11])=[CH:2]1.[H-].[Na+].[CH3:14][O:15][CH2:16]Cl.[Cl-].[NH4+]. Product: [CH3:14][O:15][CH2:16][N:1]1[C:9]2[C:4](=[CH:5][CH:6]=[CH:7][CH:8]=2)[C:3]([CH:10]=[O:11])=[CH:2]1. The catalyst class is: 35. (7) Reactant: [CH3:1][C:2]1[CH:7]=[C:6]([CH2:8][C:9]2[CH:14]=[CH:13][CH:12]=[CH:11][N:10]=2)[N:5]=[C:4]2[NH:15][C:16](=O)[NH:17][C:3]=12.[CH3:19][C:20]1N=C2NC(=O)NC2=C(CC2C=CC=CN=2)C=1.C(O)(=O)CC. Product: [CH2:19]([C:16]1[NH:15][C:4]2=[N:5][C:6]([CH2:8][C:9]3[CH:14]=[CH:13][CH:12]=[CH:11][N:10]=3)=[CH:7][C:2]([CH3:1])=[C:3]2[N:17]=1)[CH3:20]. The catalyst class is: 33. (8) Reactant: F[C:2]1[CH:12]=[CH:11][C:5]([C:6]([O:8]CC)=[O:7])=[CH:4][C:3]=1[N+:13]([O-:15])=[O:14].[NH:16]1[CH2:20][CH2:19][CH2:18][CH2:17]1.[OH-].[Li+].O. Product: [N+:13]([C:3]1[CH:4]=[C:5]([CH:11]=[CH:12][C:2]=1[N:16]1[CH2:20][CH2:19][CH2:18][CH2:17]1)[C:6]([OH:8])=[O:7])([O-:15])=[O:14]. The catalyst class is: 198. (9) Reactant: [I-].[CH3:2][O:3][C:4]1[CH:5]=[C:6]([C:13]2[CH:18]=[CH:17][N+:16]([CH2:19][CH2:20][CH3:21])=[CH:15][CH:14]=2)[CH:7]=[CH:8][C:9]=1[N+:10]([O-:12])=[O:11].[BH4-].[Na+]. Product: [CH3:2][O:3][C:4]1[CH:5]=[C:6]([C:13]2[CH2:18][CH2:17][N:16]([CH2:19][CH2:20][CH3:21])[CH2:15][CH:14]=2)[CH:7]=[CH:8][C:9]=1[N+:10]([O-:12])=[O:11]. The catalyst class is: 191.